The task is: Regression. Given a peptide amino acid sequence and an MHC pseudo amino acid sequence, predict their binding affinity value. This is MHC class II binding data.. This data is from Peptide-MHC class II binding affinity with 134,281 pairs from IEDB. (1) The peptide sequence is PCKGDSVTIKLDGNL. The MHC is HLA-DPA10301-DPB10402 with pseudo-sequence HLA-DPA10301-DPB10402. The binding affinity (normalized) is 0.153. (2) The peptide sequence is WASVKKDLISYGGGW. The MHC is DRB1_0401 with pseudo-sequence DRB1_0401. The binding affinity (normalized) is 0.334. (3) The peptide sequence is LGSQEGAMHTALTGA. The MHC is DRB1_1302 with pseudo-sequence DRB1_1302. The binding affinity (normalized) is 0.187.